This data is from Forward reaction prediction with 1.9M reactions from USPTO patents (1976-2016). The task is: Predict the product of the given reaction. (1) Given the reactants [F:1][C:2]1[CH:7]=[C:6]([O:8][C:9]([F:12])([F:11])[F:10])[CH:5]=[CH:4][C:3]=1[CH:13]1[CH2:18][CH:17]([C:19]([OH:21])=O)[CH2:16][CH2:15][N:14]1[C:22]([O:24][CH3:25])=[O:23].N1(C(N2C=CN=C2)=O)C=CN=C1.[CH2:38]([O:40][C:41](=[O:46])[CH2:42][C:43]([O-:45])=O)[CH3:39].[K+].[Cl-].[Mg+2].[Cl-].Cl, predict the reaction product. The product is: [CH2:38]([O:40][C:41](=[O:46])[CH2:42][C:19]([C@H:17]1[CH2:16][CH2:15][N:14]([C:22]([O:24][CH3:25])=[O:23])[C@@H:13]([C:3]2[CH:4]=[CH:5][C:6]([O:8][C:9]([F:12])([F:10])[F:11])=[CH:7][C:2]=2[F:1])[CH2:18]1)=[O:21])[CH3:39].[CH2:38]([O:40][C:41](=[O:46])[CH2:42][C:43]([C@@H:17]1[CH2:16][CH2:15][N:14]([C:22]([O:24][CH3:25])=[O:23])[C@@H:13]([C:3]2[CH:4]=[CH:5][C:6]([O:8][C:9]([F:12])([F:10])[F:11])=[CH:7][C:2]=2[F:1])[CH2:18]1)=[O:45])[CH3:39]. (2) The product is: [Cl:1][C:2]1[CH:3]=[C:4]([C:8]2[N:13]=[C:12]([C:14]([NH:17][C@@H:18]([CH2:23][C:24]([CH3:27])([CH3:26])[CH3:25])[C:19]([NH:21][CH3:22])=[O:20])=[O:16])[CH:11]=[CH:10][CH:9]=2)[CH:5]=[CH:6][CH:7]=1. Given the reactants [Cl:1][C:2]1[CH:3]=[C:4]([C:8]2[N:13]=[C:12]([C:14]([OH:16])=O)[CH:11]=[CH:10][CH:9]=2)[CH:5]=[CH:6][CH:7]=1.[NH2:17][C@@H:18]([CH2:23][C:24]([CH3:27])([CH3:26])[CH3:25])[C:19]([NH:21][CH3:22])=[O:20], predict the reaction product. (3) Given the reactants [NH:1]1[CH:5]=[CH:4][N:3]=[C:2]1[C:6]1[CH:13]=[CH:12][CH:11]=[CH:10][C:7]=1[C:8]#[N:9].N, predict the reaction product. The product is: [NH:1]1[CH:5]=[CH:4][N:3]=[C:2]1[C:6]1[CH:13]=[CH:12][CH:11]=[CH:10][C:7]=1[CH2:8][NH2:9].